From a dataset of hERG potassium channel inhibition data for cardiac toxicity prediction from Karim et al.. Regression/Classification. Given a drug SMILES string, predict its toxicity properties. Task type varies by dataset: regression for continuous values (e.g., LD50, hERG inhibition percentage) or binary classification for toxic/non-toxic outcomes (e.g., AMES mutagenicity, cardiotoxicity, hepatotoxicity). Dataset: herg_karim. The result is 0 (non-blocker). The drug is COc1cc(N2CCC(N3CCOCC3)CC2)ccc1-c1nc2c(N[C@H]3[C@@H](C(N)=O)[C@@H]4C=C[C@H]3C4)c(Cl)cnc2[nH]1.